From a dataset of Reaction yield outcomes from USPTO patents with 853,638 reactions. Predict the reaction yield, written as a fraction of the theoretical maximum amount of product (1.0 means a 100% yield; for example, 0.34 means a 34% yield). (1) The yield is 0.310. The product is [CH:53]1([S:50]([NH:49][C:47]([C@@:13]23[CH2:46][C@H:12]2[CH:11]=[CH:10][CH2:9][CH2:8][CH2:7][CH2:6][CH2:5][C@H:4]([NH:3][C:66]([N:80]2[CH2:81][C@H:82]([CH3:84])[O:83][C@H:78]([CH3:77])[CH2:79]2)=[O:68])[C:18](=[O:19])[N:17]2[CH2:20][C@H:21]([O:23][C:24]4[C:33]5[C:28](=[C:29]([CH3:36])[C:30]([O:34][CH3:35])=[CH:31][CH:32]=5)[N:27]=[C:26]([C:37]5[S:38][CH:39]=[C:40]([CH:42]([CH3:43])[CH3:44])[N:41]=5)[CH:25]=4)[CH2:22][C@H:16]2[C:15](=[O:45])[NH:14]3)=[O:48])(=[O:51])=[O:52])[CH2:54][CH2:55]1. The reactants are Cl.Cl.[NH2:3][C@@H:4]1[C:18](=[O:19])[N:17]2[CH2:20][C@H:21]([O:23][C:24]3[C:33]4[C:28](=[C:29]([CH3:36])[C:30]([O:34][CH3:35])=[CH:31][CH:32]=4)[N:27]=[C:26]([C:37]4[S:38][CH:39]=[C:40]([CH:42]([CH3:44])[CH3:43])[N:41]=4)[CH:25]=3)[CH2:22][C@H:16]2[C:15](=[O:45])[NH:14][C@:13]2([C:47]([NH:49][S:50]([CH:53]3[CH2:55][CH2:54]3)(=[O:52])=[O:51])=[O:48])[CH2:46][C@H:12]2[CH:11]=[CH:10][CH2:9][CH2:8][CH2:7][CH2:6][CH2:5]1.C(N(CC)C(C)C)(C)C.Cl[C:66](Cl)([O:68]C(=O)OC(Cl)(Cl)Cl)Cl.[CH3:77][CH:78]1[O:83][CH:82]([CH3:84])[CH2:81][NH:80][CH2:79]1. The catalyst is ClC(Cl)C. (2) The reactants are [NH2:1][C:2]1[CH:7]=[CH:6][CH:5]=[CH:4][C:3]=1[NH:8][C:9](=[O:28])[C:10]1[CH:15]=[CH:14][C:13]([CH2:16][N:17]2[CH2:25][C:24]3[C:19](=[CH:20][CH:21]=[C:22](Br)[CH:23]=3)[C:18]2=[O:27])=[CH:12][CH:11]=1.[N:29]1[CH:34]=[CH:33][CH:32]=[C:31](B(O)O)[CH:30]=1. No catalyst specified. The product is [NH2:1][C:2]1[CH:7]=[CH:6][CH:5]=[CH:4][C:3]=1[NH:8][C:9](=[O:28])[C:10]1[CH:15]=[CH:14][C:13]([CH2:16][N:17]2[CH2:25][C:24]3[C:19](=[CH:20][CH:21]=[C:22]([C:31]4[CH:30]=[N:29][CH:34]=[CH:33][CH:32]=4)[CH:23]=3)[C:18]2=[O:27])=[CH:12][CH:11]=1. The yield is 0.590.